Predict the reactants needed to synthesize the given product. From a dataset of Full USPTO retrosynthesis dataset with 1.9M reactions from patents (1976-2016). (1) Given the product [CH3:1][NH:2][C:3](=[O:22])[CH2:4][CH:5]([C:12]1[CH:13]=[C:14]2[C:18](=[CH:19][CH:20]=1)[NH:17][CH:16]=[C:15]2[CH3:21])[C:6]1[CH:7]=[CH:8][CH:9]=[CH:10][CH:11]=1, predict the reactants needed to synthesize it. The reactants are: [CH3:1][NH:2][C:3](=[O:22])[CH:4]=[C:5]([C:12]1[CH:13]=[C:14]2[C:18](=[CH:19][CH:20]=1)[NH:17][CH:16]=[C:15]2[CH3:21])[C:6]1[CH:11]=[CH:10][CH:9]=[CH:8][CH:7]=1. (2) Given the product [CH3:32][N:8]([CH:9]1[CH2:14][CH2:13][CH:12]([O:15][C:16]2[C:27]3[C:26]4[C@@H:25]([CH2:28][C:29](=[O:30])[NH:67][CH2:68][C:69](=[O:70])[NH:71][CH3:72])[CH2:24][CH2:23][C:22]=4[S:21][C:20]=3[N:19]=[CH:18][N:17]=2)[CH2:11][CH2:10]1)[C:6](=[O:7])[O:5][C:1]([CH3:4])([CH3:2])[CH3:3], predict the reactants needed to synthesize it. The reactants are: [C:1]([O:5][C:6]([N:8]([CH3:32])[CH:9]1[CH2:14][CH2:13][CH:12]([O:15][C:16]2[C:27]3[C:26]4[C@@H:25]([CH2:28][C:29](O)=[O:30])[CH2:24][CH2:23][C:22]=4[S:21][C:20]=3[N:19]=[CH:18][N:17]=2)[CH2:11][CH2:10]1)=[O:7])([CH3:4])([CH3:3])[CH3:2].CN(C(ON1N=NC2C=CC=NC1=2)=[N+](C)C)C.F[P-](F)(F)(F)(F)F.CCN(C(C)C)C(C)C.Cl.[NH2:67][CH2:68][C:69]([NH:71][CH3:72])=[O:70]. (3) Given the product [CH2:1]([O:3][C:4](=[O:21])[CH:5]([N:6]([CH2:7][C:8]1[CH:9]=[CH:10][CH:11]=[CH:12][CH:13]=1)[CH2:14][C:15]1[CH:20]=[CH:19][CH:18]=[CH:17][CH:16]=1)[CH:40]([OH:41])[CH2:39][CH2:38][O:37][CH2:30][C:31]1[CH:36]=[CH:35][CH:34]=[CH:33][CH:32]=1)[CH3:2], predict the reactants needed to synthesize it. The reactants are: [CH2:1]([O:3][C:4](=[O:21])[CH2:5][N:6]([CH2:14][C:15]1[CH:20]=[CH:19][CH:18]=[CH:17][CH:16]=1)[CH2:7][C:8]1[CH:13]=[CH:12][CH:11]=[CH:10][CH:9]=1)[CH3:2].C([N-]C(C)C)(C)C.[Li+].[CH2:30]([O:37][CH2:38][CH2:39][CH:40]=[O:41])[C:31]1[CH:36]=[CH:35][CH:34]=[CH:33][CH:32]=1.[Cl-].[NH4+].